This data is from NCI-60 drug combinations with 297,098 pairs across 59 cell lines. The task is: Regression. Given two drug SMILES strings and cell line genomic features, predict the synergy score measuring deviation from expected non-interaction effect. (1) Drug 2: CC(C)CN1C=NC2=C1C3=CC=CC=C3N=C2N. Cell line: SF-268. Drug 1: C1=CC=C(C=C1)NC(=O)CCCCCCC(=O)NO. Synergy scores: CSS=3.96, Synergy_ZIP=1.94, Synergy_Bliss=4.49, Synergy_Loewe=0.126, Synergy_HSA=0.857. (2) Drug 1: C1C(C(OC1N2C=NC3=C(N=C(N=C32)Cl)N)CO)O. Drug 2: C#CCC(CC1=CN=C2C(=N1)C(=NC(=N2)N)N)C3=CC=C(C=C3)C(=O)NC(CCC(=O)O)C(=O)O. Cell line: BT-549. Synergy scores: CSS=39.2, Synergy_ZIP=-18.2, Synergy_Bliss=-18.6, Synergy_Loewe=-11.5, Synergy_HSA=-10.7. (3) Drug 1: C1CCN(CC1)CCOC2=CC=C(C=C2)C(=O)C3=C(SC4=C3C=CC(=C4)O)C5=CC=C(C=C5)O. Drug 2: CC1=CC=C(C=C1)C2=CC(=NN2C3=CC=C(C=C3)S(=O)(=O)N)C(F)(F)F. Cell line: SK-MEL-2. Synergy scores: CSS=-2.03, Synergy_ZIP=-2.14, Synergy_Bliss=-2.51, Synergy_Loewe=-8.66, Synergy_HSA=-5.90. (4) Drug 1: C1=CC=C(C(=C1)C(C2=CC=C(C=C2)Cl)C(Cl)Cl)Cl. Cell line: NCIH23. Drug 2: B(C(CC(C)C)NC(=O)C(CC1=CC=CC=C1)NC(=O)C2=NC=CN=C2)(O)O. Synergy scores: CSS=16.9, Synergy_ZIP=7.05, Synergy_Bliss=1.37, Synergy_Loewe=-65.1, Synergy_HSA=-0.552. (5) Drug 1: CNC(=O)C1=CC=CC=C1SC2=CC3=C(C=C2)C(=NN3)C=CC4=CC=CC=N4. Drug 2: C1=CC(=CC=C1CC(C(=O)O)N)N(CCCl)CCCl.Cl. Cell line: OVCAR3. Synergy scores: CSS=2.19, Synergy_ZIP=-2.32, Synergy_Bliss=-3.98, Synergy_Loewe=-8.15, Synergy_HSA=-8.07. (6) Drug 1: CN(C)C1=NC(=NC(=N1)N(C)C)N(C)C. Drug 2: C1=NC2=C(N1)C(=S)N=C(N2)N. Cell line: UO-31. Synergy scores: CSS=19.4, Synergy_ZIP=-2.43, Synergy_Bliss=-5.56, Synergy_Loewe=-25.3, Synergy_HSA=-4.62. (7) Drug 1: CC1OCC2C(O1)C(C(C(O2)OC3C4COC(=O)C4C(C5=CC6=C(C=C35)OCO6)C7=CC(=C(C(=C7)OC)O)OC)O)O. Drug 2: C1=NC2=C(N=C(N=C2N1C3C(C(C(O3)CO)O)F)Cl)N. Synergy scores: CSS=80.4, Synergy_ZIP=-1.51, Synergy_Bliss=-2.87, Synergy_Loewe=-6.84, Synergy_HSA=-1.82. Cell line: MOLT-4. (8) Drug 1: CC12CCC(CC1=CCC3C2CCC4(C3CC=C4C5=CN=CC=C5)C)O. Synergy scores: CSS=43.0, Synergy_ZIP=12.0, Synergy_Bliss=18.4, Synergy_Loewe=14.0, Synergy_HSA=15.9. Cell line: HCT-15. Drug 2: CC1=C2C(C(=O)C3(C(CC4C(C3C(C(C2(C)C)(CC1OC(=O)C(C(C5=CC=CC=C5)NC(=O)OC(C)(C)C)O)O)OC(=O)C6=CC=CC=C6)(CO4)OC(=O)C)O)C)O. (9) Drug 2: CC1=C(C(=CC=C1)Cl)NC(=O)C2=CN=C(S2)NC3=CC(=NC(=N3)C)N4CCN(CC4)CCO. Cell line: MALME-3M. Drug 1: CC1C(C(CC(O1)OC2CC(CC3=C2C(=C4C(=C3O)C(=O)C5=C(C4=O)C(=CC=C5)OC)O)(C(=O)C)O)N)O.Cl. Synergy scores: CSS=21.4, Synergy_ZIP=4.23, Synergy_Bliss=8.82, Synergy_Loewe=-7.48, Synergy_HSA=1.92.